From a dataset of CYP2C19 inhibition data for predicting drug metabolism from PubChem BioAssay. Regression/Classification. Given a drug SMILES string, predict its absorption, distribution, metabolism, or excretion properties. Task type varies by dataset: regression for continuous measurements (e.g., permeability, clearance, half-life) or binary classification for categorical outcomes (e.g., BBB penetration, CYP inhibition). Dataset: cyp2c19_veith. (1) The compound is COc1ccc(NC(=O)CSc2nnc(Cc3cccn3C)n2CCc2ccccc2)c(OC)c1. The result is 1 (inhibitor). (2) The drug is O=C(Nc1ccccc1)c1cc(-c2ccccc2Cl)no1. The result is 1 (inhibitor). (3) The drug is CCOc1ccc(NC(=O)CCSc2nnc(C)s2)cc1. The result is 1 (inhibitor). (4) The compound is COc1cc(C=O)ccc1OCCCOc1ccccc1C(=O)O. The result is 0 (non-inhibitor). (5) The drug is O=C1CC(N2CCN(CCc3ccccn3)CC2)C(=O)N1c1ccc(Cl)cc1. The result is 1 (inhibitor). (6) The drug is C[C@@]1(CCOCc2ccccc2)NC(=O)NC1=O. The result is 0 (non-inhibitor).